From a dataset of Forward reaction prediction with 1.9M reactions from USPTO patents (1976-2016). Predict the product of the given reaction. (1) The product is: [CH2:19]([N:9]1[CH2:8][CH:7]([CH2:1][CH2:2][CH2:3][CH2:4][CH2:5][CH3:6])[O:11][C:10]1=[O:12])[C:20]1[CH:25]=[CH:24][CH:23]=[CH:22][CH:21]=1. Given the reactants [CH2:1]([CH:7]1[O:11][C:10](=[O:12])[NH:9][CH2:8]1)[CH2:2][CH2:3][CH2:4][CH2:5][CH3:6].C(=O)([O-])[O-].[Cs+].[Cs+].[CH2:19](Br)[C:20]1[CH:25]=[CH:24][CH:23]=[CH:22][CH:21]=1, predict the reaction product. (2) Given the reactants Br[C:2]1[CH:3]=[CH:4][C:5]([N:19]([CH2:26][C:27]2[CH:32]=[CH:31][CH:30]=[CH:29][C:28]=2[Cl:33])[CH2:20][CH2:21][C:22]([F:25])([F:24])[F:23])=[C:6]([NH:8][C:9]([NH:11][C:12]2[CH:17]=[CH:16][C:15]([CH3:18])=[CH:14][CH:13]=2)=[O:10])[CH:7]=1.[NH:34]1[C:38]([C:39]2[CH:44]=[CH:43][CH:42]=[CH:41][C:40]=2B(O)O)=[N:37][N:36]=[N:35]1.C(N(CCC(F)(F)F)C1C=CC(Br)=CC=1NC(NC1C=CC(C)=CC=1)=O)C1C=CC=CC=1, predict the reaction product. The product is: [Cl:33][C:28]1[CH:29]=[CH:30][CH:31]=[CH:32][C:27]=1[CH2:26][N:19]([CH2:20][CH2:21][C:22]([F:25])([F:24])[F:23])[C:5]1[CH:4]=[CH:3][C:2]([C:40]2[CH:41]=[CH:42][CH:43]=[CH:44][C:39]=2[C:38]2[NH:37][N:36]=[N:35][N:34]=2)=[CH:7][C:6]=1[NH:8][C:9]([NH:11][C:12]1[CH:17]=[CH:16][C:15]([CH3:18])=[CH:14][CH:13]=1)=[O:10]. (3) Given the reactants Cl.Cl.[CH2:3]([O:5][C:6](=[O:14])[CH2:7][N:8]1[CH2:12][CH2:11][C@@H:10]([NH2:13])[CH2:9]1)[CH3:4].[Cl:15][C:16]1[S:20][C:19]([S:21](Cl)(=[O:23])=[O:22])=[CH:18][CH:17]=1, predict the reaction product. The product is: [CH2:3]([O:5][C:6](=[O:14])[CH2:7][N:8]1[CH2:12][CH2:11][C@@H:10]([NH:13][S:21]([C:19]2[S:20][C:16]([Cl:15])=[CH:17][CH:18]=2)(=[O:23])=[O:22])[CH2:9]1)[CH3:4]. (4) Given the reactants CC(C[AlH]CC(C)C)C.C1(C)C=CC=CC=1.C([O:19][C:20](=O)/[CH:21]=[CH:22]/[C:23]1[CH:32]=[CH:31][C:30]2[C:25](=[CH:26][CH:27]=[CH:28][CH:29]=2)[N:24]=1)C.CO, predict the reaction product. The product is: [N:24]1[C:25]2[C:30](=[CH:29][CH:28]=[CH:27][CH:26]=2)[CH:31]=[CH:32][C:23]=1/[CH:22]=[CH:21]/[CH2:20][OH:19]. (5) Given the reactants C([O:8][CH2:9][CH2:10][N:11]1[CH:15]=[C:14]([N:16]2[CH:21]=[CH:20][C:19](=[O:22])[C:18]([CH2:23][C:24]3[CH:29]=[CH:28][CH:27]=[C:26]([C:30]4[N:35]=[CH:34][C:33]([O:36][CH2:37][CH3:38])=[CH:32][N:31]=4)[CH:25]=3)=[N:17]2)[CH:13]=[N:12]1)C1C=CC=CC=1.C([O-])=O.[NH4+], predict the reaction product. The product is: [CH2:37]([O:36][C:33]1[CH:34]=[N:35][C:30]([C:26]2[CH:25]=[C:24]([CH:29]=[CH:28][CH:27]=2)[CH2:23][C:18]2[C:19](=[O:22])[CH:20]=[CH:21][N:16]([C:14]3[CH:13]=[N:12][N:11]([CH2:10][CH2:9][OH:8])[CH:15]=3)[N:17]=2)=[N:31][CH:32]=1)[CH3:38]. (6) Given the reactants [H-].[Na+].[CH:3]1([CH2:9][CH2:10][CH2:11][C@@H:12]([C:21]2[O:25][N:24]=[C:23]([CH2:26][OH:27])[N:22]=2)[CH2:13][C:14]([O:16][C:17]([CH3:20])([CH3:19])[CH3:18])=[O:15])[CH2:8][CH2:7][CH2:6][CH2:5][CH2:4]1.Br[CH2:29][C:30]([NH2:32])=[O:31], predict the reaction product. The product is: [NH2:32][C:30](=[O:31])[CH2:29][O:27][CH2:26][C:23]1[N:22]=[C:21]([C@H:12]([CH2:11][CH2:10][CH2:9][CH:3]2[CH2:4][CH2:5][CH2:6][CH2:7][CH2:8]2)[CH2:13][C:14]([O:16][C:17]([CH3:20])([CH3:19])[CH3:18])=[O:15])[O:25][N:24]=1.